This data is from Forward reaction prediction with 1.9M reactions from USPTO patents (1976-2016). The task is: Predict the product of the given reaction. (1) Given the reactants Cl.C([C:9]([C:17]1[CH:22]=[CH:21][C:20]([CH3:23])=[CH:19][C:18]=1[CH3:24])([C:11]1[CH:16]=[CH:15][CH:14]=[CH:13][CH:12]=1)[NH2:10])C1C=CC=CC=1.[CH3:25][C:26]1[C:30]([CH:31]2[NH:35][C:34]3[CH:36]=[CH:37][C:38]([CH2:40][C:41](O)=[O:42])=[CH:39][C:33]=3[N:32]2[CH2:44][C:45]([O:47][CH2:48][CH3:49])=[O:46])=[C:29]([CH3:50])[O:28][N:27]=1.C(OCC#N)(C)C, predict the reaction product. The product is: [CH3:25][C:26]1[C:30]([CH:31]2[N:32]([CH2:44][C:45]([O:47][CH2:48][CH3:49])=[O:46])[C:33]3[CH:39]=[C:38]([CH2:40][C:41]([NH:10][CH:9]([C:17]4[CH:22]=[CH:21][C:20]([CH3:23])=[CH:19][C:18]=4[CH3:24])[C:11]4[CH:12]=[CH:13][CH:14]=[CH:15][CH:16]=4)=[O:42])[CH:37]=[CH:36][C:34]=3[NH:35]2)=[C:29]([CH3:50])[O:28][N:27]=1. (2) Given the reactants [ClH:1].[CH3:2][O:3][C:4]1[CH:5]=[C:6](/[C:12](=[CH:15]/[C:16]2[CH:21]=[CH:20][N:19]=[CH:18][CH:17]=2)/[C:13]#[N:14])[CH:7]=[CH:8][C:9]=1[O:10][CH3:11], predict the reaction product. The product is: [ClH:1].[CH3:2][O:3][C:4]1[CH:5]=[C:6](/[C:12](=[CH:15]/[C:16]2[CH:17]=[CH:18][N:19]=[CH:20][CH:21]=2)/[C:13]#[N:14])[CH:7]=[CH:8][C:9]=1[O:10][CH3:11]. (3) Given the reactants C1C2C(=CC=CC=2)C=[CH:3][C:2]=1[C:11]1[C:12](=O)[NH:13][NH:14][C:15](=O)[CH:16]=1.Cl.Cl.[NH2:21][NH2:22].[CH:23]1[C:32]2[C:27](=[CH:28][CH:29]=[CH:30][CH:31]=2)[CH:26]=[CH:25][C:24]=1[C:33]1[C:34](=O)O[C:36](=O)[CH:37]=1.C1COCC1, predict the reaction product. The product is: [CH:23]1[C:32]2[C:27](=[CH:28][CH:29]=[CH:30][CH:31]=2)[CH:26]=[CH:25][C:24]=1[C:33]1[CH:37]=[C:36]([N:14]2[CH2:15][CH2:16][CH:11]([CH2:12][NH2:13])[CH2:2][CH2:3]2)[N:21]=[N:22][CH:34]=1. (4) Given the reactants [C:1]([O-:10])(=[O:9])[C:2]1[C:3](=[CH:5][CH:6]=[CH:7][CH:8]=1)[OH:4].[Na+].[OH-].[K+], predict the reaction product. The product is: [C:1]([OH:10])(=[O:9])[C:2]1[C:3](=[CH:5][CH:6]=[CH:7][CH:8]=1)[OH:4].